This data is from Forward reaction prediction with 1.9M reactions from USPTO patents (1976-2016). The task is: Predict the product of the given reaction. (1) Given the reactants [CH:1]12[CH2:10][CH:5]3[CH2:6][CH:7]([CH2:9][CH:3]([CH2:4]3)[CH:2]1[NH:11][C:12]([C:14]1[CH:15]=[N:16][N:17]([C:20]3[CH:25]=[CH:24][CH:23]=[CH:22][CH:21]=3)[C:18]=1Cl)=[O:13])[CH2:8]2.[NH:26]1[CH2:32][CH2:31][CH2:30][C@H:27]1[CH2:28][OH:29], predict the reaction product. The product is: [CH:1]12[CH2:10][CH:5]3[CH2:6][CH:7]([CH2:9][CH:3]([CH2:4]3)[CH:2]1[NH:11][C:12]([C:14]1[CH:15]=[N:16][N:17]([C:20]3[CH:25]=[CH:24][CH:23]=[CH:22][CH:21]=3)[C:18]=1[N:26]1[CH2:32][CH2:31][CH2:30][C@H:27]1[CH2:28][OH:29])=[O:13])[CH2:8]2. (2) Given the reactants [C:1]([C:3]1[CH:4]=[C:5]2[C:9](=[CH:10][CH:11]=1)[N:8]([CH:12]1[CH2:17][CH2:16][CH2:15][CH2:14][O:13]1)[N:7]=[C:6]2[C:18]1[CH:19]=[C:20]2[C:25](=[CH:26][CH:27]=1)[CH:24]=[C:23]([C:28]([OH:30])=O)[CH:22]=[CH:21]2)#[N:2].C1C=CC2N(O)N=[N:37]C=2C=1.CCN=C=NCCCN(C)C.[Cl-].[NH4+].C(N1CCOCC1)C, predict the reaction product. The product is: [C:1]([C:3]1[CH:4]=[C:5]2[C:9](=[CH:10][CH:11]=1)[N:8]([CH:12]1[CH2:17][CH2:16][CH2:15][CH2:14][O:13]1)[N:7]=[C:6]2[C:18]1[CH:19]=[C:20]2[C:25](=[CH:26][CH:27]=1)[CH:24]=[C:23]([C:28]([NH2:37])=[O:30])[CH:22]=[CH:21]2)#[N:2]. (3) Given the reactants [N+:1]([C:4]1[C:9]([OH:10])=[CH:8][CH:7]=[CH:6][N:5]=1)([O-:3])=[O:2].[C:11](=O)([O-])[O-].[K+].[K+].CI, predict the reaction product. The product is: [CH3:11][O:10][C:9]1[C:4]([N+:1]([O-:3])=[O:2])=[N:5][CH:6]=[CH:7][CH:8]=1. (4) Given the reactants [O:1]1[C:5]2([CH2:10][CH2:9][NH:8][CH2:7][CH2:6]2)[O:4][CH2:3][CH2:2]1.Br.Br[C:13]1[CH:18]=[CH:17][N:16]=[CH:15][CH:14]=1.CCN(C(C)C)C(C)C, predict the reaction product. The product is: [N:16]1[CH:17]=[CH:18][C:13]([N:8]2[CH2:9][CH2:10][C:5]3([O:4][CH2:3][CH2:2][O:1]3)[CH2:6][CH2:7]2)=[CH:14][CH:15]=1. (5) Given the reactants [NH:1]1[CH:5]=[CH:4][CH:3]=[N:2]1.Br[C:7]1[N:12]=[CH:11][CH:10]=[CH:9][N:8]=1.N1C2C(=CC=C3C=2N=CC=C3)C=CC=1.C(OCC)(=O)C, predict the reaction product. The product is: [N:1]1([C:7]2[N:12]=[CH:11][CH:10]=[CH:9][N:8]=2)[CH:5]=[CH:4][CH:3]=[N:2]1. (6) The product is: [F:15][C:16]1[CH:21]=[CH:20][C:19]([C:22]([F:23])([F:24])[F:25])=[CH:18][C:17]=1[O:26][C:2]1[C:11]2[C:6](=[C:7]([N+:12]([O-:14])=[O:13])[CH:8]=[CH:9][CH:10]=2)[N:5]=[CH:4][CH:3]=1. Given the reactants Cl[C:2]1[C:11]2[C:6](=[C:7]([N+:12]([O-:14])=[O:13])[CH:8]=[CH:9][CH:10]=2)[N:5]=[CH:4][CH:3]=1.[F:15][C:16]1[CH:21]=[CH:20][C:19]([C:22]([F:25])([F:24])[F:23])=[CH:18][C:17]=1[OH:26].C([O-])([O-])=O.[K+].[K+], predict the reaction product. (7) Given the reactants [OH:1][CH:2]1[CH2:7][CH2:6][CH2:5][CH2:4][CH:3]1[O:8][C:9]1[CH:10]=[C:11]([CH:18]=[CH:19][C:20]=1[O:21][CH3:22])[C:12]([NH:14][CH:15]([CH3:17])[CH3:16])=[O:13].[N+:23]([C:26]1[CH:33]=[CH:32][CH:31]=[C:30]([N+]([O-])=O)[C:27]=1[C:28]#[N:29])([O-:25])=[O:24], predict the reaction product. The product is: [C:28]([C:27]1[C:26]([N+:23]([O-:25])=[O:24])=[CH:33][CH:32]=[CH:31][C:30]=1[O:1][CH:2]1[CH2:7][CH2:6][CH2:5][CH2:4][CH:3]1[O:8][C:9]1[CH:10]=[C:11]([CH:18]=[CH:19][C:20]=1[O:21][CH3:22])[C:12]([NH:14][CH:15]([CH3:16])[CH3:17])=[O:13])#[N:29]. (8) Given the reactants B(Cl)([C@H]1[C@H](C)[C@@H]2C(C)(C)[C@@H](C2)C1)[C@H]1[C@H](C)[C@@H]2C(C)(C)[C@@H](C2)C1.[Cl:23][CH2:24][C:25]([CH:27]1[CH2:36][CH2:35][C:34]2[C:29](=[CH:30][CH:31]=[C:32]([F:37])[CH:33]=2)[O:28]1)=[O:26].CC(C)=O.C(=O)([O-])[O-].[Na+].[Na+], predict the reaction product. The product is: [Cl:23][CH2:24][C@H:25]([C@H:27]1[CH2:36][CH2:35][C:34]2[C:29](=[CH:30][CH:31]=[C:32]([F:37])[CH:33]=2)[O:28]1)[OH:26].